This data is from Catalyst prediction with 721,799 reactions and 888 catalyst types from USPTO. The task is: Predict which catalyst facilitates the given reaction. Reactant: I[C:2]1[C:10]2[C:9](=[O:11])[N:8]([CH2:12][C:13]([F:16])([F:15])[F:14])[CH:7]=[N:6][C:5]=2[N:4]([CH3:17])[CH:3]=1.[N:18]1[CH:23]=[CH:22][CH:21]=[C:20](B(O)O)[CH:19]=1.C(=O)([O-])[O-].[Na+].[Na+]. Product: [CH3:17][N:4]1[C:5]2[N:6]=[CH:7][N:8]([CH2:12][C:13]([F:16])([F:15])[F:14])[C:9](=[O:11])[C:10]=2[C:2]([C:20]2[CH:19]=[N:18][CH:23]=[CH:22][CH:21]=2)=[CH:3]1. The catalyst class is: 669.